From a dataset of Forward reaction prediction with 1.9M reactions from USPTO patents (1976-2016). Predict the product of the given reaction. (1) Given the reactants [C:1]1([S:7]([CH2:10][C:11]2[C:16]([C:17]([O:19][CH2:20][CH3:21])=[O:18])=[C:15]([O:22][CH3:23])[C:14](Br)=[CH:13][CH:12]=2)(=[O:9])=[O:8])[CH:6]=[CH:5][CH:4]=[CH:3][CH:2]=1.CC1(C)C(C)(C)OB([C:33]2[O:37][CH:36]=[N:35][CH:34]=2)O1.O.[F-].[K+].[Br-].[Na+], predict the reaction product. The product is: [C:1]1([S:7]([CH2:10][C:11]2[C:16]([C:17]([O:19][CH2:20][CH3:21])=[O:18])=[C:15]([O:22][CH3:23])[C:14]([C:33]3[O:37][CH:36]=[N:35][CH:34]=3)=[CH:13][CH:12]=2)(=[O:9])=[O:8])[CH:6]=[CH:5][CH:4]=[CH:3][CH:2]=1. (2) Given the reactants CS(O[CH:6]1[CH2:11][CH2:10][N:9]([C:12]2[N:17]=[CH:16][C:15]([CH2:18][CH3:19])=[CH:14][N:13]=2)[CH2:8][CH2:7]1)(=O)=O.[Br:20][C:21]1[CH:22]=[C:23]2[C:27](=[CH:28][CH:29]=1)[NH:26][CH:25]=[C:24]2[CH3:30], predict the reaction product. The product is: [Br:20][C:21]1[CH:22]=[C:23]2[C:27](=[CH:28][CH:29]=1)[N:26]([CH:6]1[CH2:11][CH2:10][N:9]([C:12]3[N:17]=[CH:16][C:15]([CH2:18][CH3:19])=[CH:14][N:13]=3)[CH2:8][CH2:7]1)[CH:25]=[C:24]2[CH3:30]. (3) Given the reactants [Cl:1][C:2]1[CH:7]=[CH:6][CH:5]=[CH:4][C:3]=1[C:8]([C:11]1[CH:16]=[CH:15][CH:14]=[CH:13][C:12]=1[Cl:17])=[N:9]O.N.C([O-])(=O)C.[NH4+], predict the reaction product. The product is: [Cl:1][C:2]1[CH:7]=[CH:6][CH:5]=[CH:4][C:3]=1[CH:8]([C:11]1[CH:16]=[CH:15][CH:14]=[CH:13][C:12]=1[Cl:17])[NH2:9]. (4) The product is: [OH:23][C:21]1[CH:20]=[C:9]([CH:8]=[C:7]([O:6][C@@H:2]([CH3:1])[CH2:3][O:4][CH3:5])[CH:22]=1)[C:10]([NH:12][C:13]1[CH:18]=[N:17][C:16]([CH3:19])=[CH:15][N:14]=1)=[O:11]. Given the reactants [CH3:1][C@H:2]([O:6][C:7]1[CH:8]=[C:9]([CH:20]=[C:21]([O:23]CC2C=CC=CC=2)[CH:22]=1)[C:10]([NH:12][C:13]1[CH:18]=[N:17][C:16]([CH3:19])=[CH:15][N:14]=1)=[O:11])[CH2:3][O:4][CH3:5], predict the reaction product.